Dataset: Catalyst prediction with 721,799 reactions and 888 catalyst types from USPTO. Task: Predict which catalyst facilitates the given reaction. (1) Reactant: [C:1]1([C:7]2[C:8]([C:23]([O:25][CH3:26])=[O:24])=[N:9][C:10]([C:13]3[CH:22]=[C:21]4[C:16]([CH2:17][CH2:18][CH2:19][NH:20]4)=[CH:15][CH:14]=3)=[CH:11][CH:12]=2)[CH:6]=[CH:5][CH:4]=[CH:3][CH:2]=1.[S:27]1[C:31]2[CH:32]=[CH:33][CH:34]=[CH:35][C:30]=2[N:29]=[C:28]1[NH:36][C:37](=[O:48])[O:38]C1C=CC([N+]([O-])=O)=CC=1. Product: [S:27]1[C:31]2[CH:32]=[CH:33][CH:34]=[CH:35][C:30]=2[N:29]=[C:28]1[NH:36][C:37]([N:20]1[C:21]2[C:16](=[CH:15][CH:14]=[C:13]([C:10]3[N:9]=[C:8]([C:23]([OH:25])=[O:24])[C:7]([C:1]4[CH:2]=[CH:3][CH:4]=[CH:5][CH:6]=4)=[CH:12][CH:11]=3)[CH:22]=2)[CH2:17][CH2:18][CH2:19]1)=[O:38].[S:27]1[C:31]2[CH:32]=[CH:33][CH:34]=[CH:35][C:30]=2[N:29]=[C:28]1[NH:36][C:37]([N:20]1[C:21]2[C:16](=[CH:15][CH:14]=[C:13]([C:10]3[N:9]=[C:8]([C:23]([O:25][CH3:26])=[O:24])[C:7]([C:1]4[CH:2]=[CH:3][CH:4]=[CH:5][CH:6]=4)=[CH:12][CH:11]=3)[CH:22]=2)[CH2:17][CH2:18][CH2:19]1)=[O:48]. The catalyst class is: 23. (2) Reactant: [CH3:1][C:2]1[CH:26]=[CH:25][C:5]([C:6]([NH:8][C:9]2[CH:14]=[C:13]([C:15]([F:18])([F:17])[F:16])[CH:12]=[C:11]([N:19]3[CH:23]=[C:22]([CH3:24])[N:21]=[CH:20]3)[CH:10]=2)=[O:7])=[CH:4][C:3]=1[NH:27][C:28]1[N:33]=[C:32]([C:34]2[CH:35]=[N:36][CH:37]=[CH:38][CH:39]=2)[CH:31]=[CH:30][N:29]=1.C1([S:46](O)(=[O:48])=[O:47])C=CC=CC=1. Product: [CH2:6]([O:7][SH:46](=[O:48])=[O:47])[C:5]1[CH:25]=[CH:26][CH:2]=[CH:3][CH:4]=1.[CH3:1][C:2]1[CH:26]=[CH:25][C:5]([C:6]([NH:8][C:9]2[CH:14]=[C:13]([C:15]([F:16])([F:17])[F:18])[CH:12]=[C:11]([N:19]3[CH:23]=[C:22]([CH3:24])[N:21]=[CH:20]3)[CH:10]=2)=[O:7])=[CH:4][C:3]=1[NH:27][C:28]1[N:33]=[C:32]([C:34]2[CH:35]=[N:36][CH:37]=[CH:38][CH:39]=2)[CH:31]=[CH:30][N:29]=1. The catalyst class is: 13. (3) Product: [F:1][C:2]1[CH:7]=[CH:6][C:5]([C:8]([C:16]2[CH:21]=[CH:20][C:19]([F:22])=[CH:18][CH:17]=2)([C:10]2[CH:15]=[CH:14][CH:13]=[CH:12][CH:11]=2)[Cl:26])=[CH:4][CH:3]=1. The catalyst class is: 4. Reactant: [F:1][C:2]1[CH:7]=[CH:6][C:5]([C:8]([C:16]2[CH:21]=[CH:20][C:19]([F:22])=[CH:18][CH:17]=2)([C:10]2[CH:15]=[CH:14][CH:13]=[CH:12][CH:11]=2)O)=[CH:4][CH:3]=1.C([Cl:26])(=O)C.